From a dataset of Retrosynthesis with 50K atom-mapped reactions and 10 reaction types from USPTO. Predict the reactants needed to synthesize the given product. (1) Given the product N#CCN1CCN(c2cccccc2=O)CC1, predict the reactants needed to synthesize it. The reactants are: N#CCCl.O=c1cccccc1N1CCNCC1. (2) Given the product C[C@@H](C(=O)n1c(=O)oc2ccccc21)[C@H](O)c1ccccc1, predict the reactants needed to synthesize it. The reactants are: CCC(=O)n1c(=O)oc2ccccc21.O=Cc1ccccc1. (3) The reactants are: CC(C)(C)OC(=O)N[C@@H](CC#Cc1ccc(Br)cc1)C(=O)OC1CCCC1. Given the product CC(C)(C)OC(=O)N[C@@H](C/C=C\c1ccc(Br)cc1)C(=O)OC1CCCC1, predict the reactants needed to synthesize it. (4) Given the product CCNc1cc(-c2nc(Nc3cccc(Cl)c3)nn2C[C@@H](O)CC)ccn1, predict the reactants needed to synthesize it. The reactants are: CCC(O)Cn1nc(Nc2cccc(Cl)c2)nc1-c1ccnc(Cl)c1.CCN. (5) Given the product O=C(O)C(=O)c1sccc1I, predict the reactants needed to synthesize it. The reactants are: CCOC(=O)C(=O)c1sccc1I.